From a dataset of TCR-epitope binding with 47,182 pairs between 192 epitopes and 23,139 TCRs. Binary Classification. Given a T-cell receptor sequence (or CDR3 region) and an epitope sequence, predict whether binding occurs between them. (1) The epitope is FVDGVPFVV. The TCR CDR3 sequence is CASSYHPNTEAFF. Result: 1 (the TCR binds to the epitope). (2) The epitope is LLLGIGILV. The TCR CDR3 sequence is CAISDPGLAGGGGEQFF. Result: 0 (the TCR does not bind to the epitope). (3) The epitope is ATDALMTGY. The TCR CDR3 sequence is CASSMGTGAHEQYF. Result: 1 (the TCR binds to the epitope). (4) The epitope is GILGFVFTL. The TCR CDR3 sequence is CASSEAWNTEAFF. Result: 1 (the TCR binds to the epitope). (5) Result: 1 (the TCR binds to the epitope). The epitope is HTTDPSFLGRY. The TCR CDR3 sequence is CASQCQDRGALNTEAFF.